From a dataset of NCI-60 drug combinations with 297,098 pairs across 59 cell lines. Regression. Given two drug SMILES strings and cell line genomic features, predict the synergy score measuring deviation from expected non-interaction effect. Synergy scores: CSS=18.8, Synergy_ZIP=-2.24, Synergy_Bliss=-1.08, Synergy_Loewe=-4.20, Synergy_HSA=0.891. Drug 2: COCCOC1=C(C=C2C(=C1)C(=NC=N2)NC3=CC=CC(=C3)C#C)OCCOC.Cl. Drug 1: C(CN)CNCCSP(=O)(O)O. Cell line: CAKI-1.